Dataset: Reaction yield outcomes from USPTO patents with 853,638 reactions. Task: Predict the reaction yield, written as a fraction of the theoretical maximum amount of product (1.0 means a 100% yield; for example, 0.34 means a 34% yield). (1) The reactants are CC1(C)C(C)(C)OB([C:9]2[CH:10]=[C:11]3[CH:17]=[CH:16][NH:15][C:12]3=[N:13][CH:14]=2)O1.Br[C:20]1[CH:25]=[CH:24][C:23]([O:26][CH2:27][CH2:28][O:29][CH3:30])=[CH:22][CH:21]=1.C(=O)([O-])[O-].[K+].[K+]. The catalyst is O1CCCC1.C(OCC)(=O)C.C(=O)([O-])[O-].[Na+].[Na+].C1C=CC([P]([Pd]([P](C2C=CC=CC=2)(C2C=CC=CC=2)C2C=CC=CC=2)([P](C2C=CC=CC=2)(C2C=CC=CC=2)C2C=CC=CC=2)[P](C2C=CC=CC=2)(C2C=CC=CC=2)C2C=CC=CC=2)(C2C=CC=CC=2)C2C=CC=CC=2)=CC=1. The product is [CH3:30][O:29][CH2:28][CH2:27][O:26][C:23]1[CH:24]=[CH:25][C:20]([C:9]2[CH:10]=[C:11]3[CH:17]=[CH:16][NH:15][C:12]3=[N:13][CH:14]=2)=[CH:21][CH:22]=1. The yield is 0.670. (2) The reactants are [CH3:1][N:2]1[C:10]2[C:5](=[CH:6][C:7]([NH2:11])=[CH:8][CH:9]=2)[CH:4]=[N:3]1.C([N:19]1[CH:23]=[CH:22][N:21]=[CH:20]1)([N:19]1[CH:23]=[CH:22][N:21]=[CH:20]1)=O.[NH2:24][C:25]1[CH:39]=[CH:38][C:28]([O:29][C:30]2[CH:31]=CC(C#N)=N[CH:35]=2)=[CH:27][CH:26]=1.C1C[O:43][CH2:42]C1. The catalyst is ClCCCl. The product is [C:23]([C:22]1[CH:31]=[C:30]([O:29][C:28]2[CH:38]=[CH:39][C:25]([NH:24][C:42]([NH:11][C:7]3[CH:6]=[C:5]4[C:10](=[CH:9][CH:8]=3)[N:2]([CH3:1])[N:3]=[CH:4]4)=[O:43])=[CH:26][CH:27]=2)[CH:35]=[CH:20][N:21]=1)#[N:19]. The yield is 0.700.